Dataset: Forward reaction prediction with 1.9M reactions from USPTO patents (1976-2016). Task: Predict the product of the given reaction. (1) Given the reactants [Cl:1][C:2]1[C:3]([F:43])=[C:4]([C@:8]([C@@H:16]2[CH2:21][CH2:20][CH2:19][N:18]([C:22]([O:24][CH:25]([CH2:36][CH:37]3[CH2:42][CH2:41][CH2:40][CH2:39][CH2:38]3)[CH2:26][N:27](C(OC(C)(C)C)=O)[CH3:28])=[O:23])[CH2:17]2)([OH:15])[CH2:9][CH2:10][CH2:11][CH2:12][O:13][CH3:14])[CH:5]=[CH:6][CH:7]=1, predict the reaction product. The product is: [Cl:1][C:2]1[C:3]([F:43])=[C:4]([C@:8]([C@@H:16]2[CH2:21][CH2:20][CH2:19][N:18]([C:22]([O:24][CH:25]([CH2:26][NH:27][CH3:28])[CH2:36][CH:37]3[CH2:38][CH2:39][CH2:40][CH2:41][CH2:42]3)=[O:23])[CH2:17]2)([OH:15])[CH2:9][CH2:10][CH2:11][CH2:12][O:13][CH3:14])[CH:5]=[CH:6][CH:7]=1. (2) Given the reactants [CH:1]1([C@H:5]([NH:13][C:14]([C:16]2[C:21]([CH3:22])=[C:20]([C:23]#[CH:24])[C:19](=[O:25])[N:18]([C:26]3[CH:31]=[CH:30][CH:29]=[CH:28][CH:27]=3)[C:17]=2[CH3:32])=[O:15])[C:6]2[CH:11]=[CH:10][CH:9]=[C:8]([F:12])[CH:7]=2)[CH2:4][CH2:3][CH2:2]1, predict the reaction product. The product is: [CH:1]1([C@H:5]([NH:13][C:14]([C:16]2[C:21]([CH3:22])=[C:20]([CH2:23][CH3:24])[C:19](=[O:25])[N:18]([C:26]3[CH:27]=[CH:28][CH:29]=[CH:30][CH:31]=3)[C:17]=2[CH3:32])=[O:15])[C:6]2[CH:11]=[CH:10][CH:9]=[C:8]([F:12])[CH:7]=2)[CH2:4][CH2:3][CH2:2]1. (3) Given the reactants [Cl:1][C:2]1[N:7]=[C:6](Cl)[C:5]([C:9]([O:11][CH2:12][CH3:13])=[O:10])=[CH:4][N:3]=1.[CH3:14][N:15]1[C:23]2[CH:22]=[CH:21][CH:20]=[C:19]([NH2:24])[C:18]=2[CH:17]=[CH:16]1.CCN(C(C)C)C(C)C.O, predict the reaction product. The product is: [Cl:1][C:2]1[N:7]=[C:6]([NH:24][C:19]2[CH:20]=[CH:21][CH:22]=[C:23]3[C:18]=2[CH:17]=[CH:16][N:15]3[CH3:14])[C:5]([C:9]([O:11][CH2:12][CH3:13])=[O:10])=[CH:4][N:3]=1. (4) Given the reactants [CH3:1][N:2]([CH:4]=[O:5])C.[CH3:6][O:7][CH:8]([CH2:25][CH2:26][CH3:27])[CH2:9][CH2:10][C:11]1[CH:24]=[CH:23][CH:22]=[C:21]2[C:12]=1[CH2:13][CH2:14][C:15]1[S:19]C(N)=[N:17][C:16]=12.Br[C:29]1[CH:34]=[C:33]([F:35])[C:32]([CH:36]=[C:37]([CH3:43])[C:38]([O:40][CH2:41][CH3:42])=[O:39])=[C:31]([F:44])[CH:30]=1.C(N(CC)CC)C, predict the reaction product. The product is: [F:35][C:33]1[CH:34]=[C:29]([C:4](=[O:5])[NH:2][C:1]2[S:19][C:15]3[CH2:14][CH2:13][C:12]4[C:21](=[CH:22][CH:23]=[CH:24][C:11]=4[CH2:10][CH2:9][CH:8]([O:7][CH3:6])[CH2:25][CH2:26][CH3:27])[C:16]=3[N:17]=2)[CH:30]=[C:31]([F:44])[C:32]=1[CH:36]=[C:37]([CH3:43])[C:38]([O:40][CH2:41][CH3:42])=[O:39]. (5) Given the reactants [C:1]([N:5]1[C:9]2=[N:10][CH:11]=[N:12][C:13]([NH2:14])=[C:8]2[C:7]([C:15]2[CH:20]=[CH:19][C:18]([F:21])=[CH:17][CH:16]=2)=[N:6]1)([CH3:4])([CH3:3])[CH3:2].[C:22](Cl)(=[O:24])[CH3:23].[OH2:26].N1[CH:32]=[CH:31]C=CC=1, predict the reaction product. The product is: [C:22]([N:14]([C:13]1[N:12]=[CH:11][N:10]=[C:9]2[N:5]([C:1]([CH3:4])([CH3:2])[CH3:3])[N:6]=[C:7]([C:15]3[CH:16]=[CH:17][C:18]([F:21])=[CH:19][CH:20]=3)[C:8]=12)[C:31](=[O:26])[CH3:32])(=[O:24])[CH3:23]. (6) The product is: [CH3:17][O:16][C:13]1[CH:14]=[C:15]2[C:10]([N:9]=[CH:8][C:7](=[O:18])[N:6]2[CH2:5][CH2:4][CH:3]=[O:2])=[CH:11][CH:12]=1. Given the reactants C[O:2][CH:3](OC)[CH2:4][CH2:5][N:6]1[C:15]2[C:10](=[CH:11][CH:12]=[C:13]([O:16][CH3:17])[CH:14]=2)[N:9]=[CH:8][C:7]1=[O:18].Cl, predict the reaction product.